Dataset: Full USPTO retrosynthesis dataset with 1.9M reactions from patents (1976-2016). Task: Predict the reactants needed to synthesize the given product. Given the product [CH3:7][C:8]1[N:9]=[C:10]([C:16]2[CH:17]=[CH:18][C:19]([C:22]([F:25])([F:23])[F:24])=[CH:20][CH:21]=2)[S:11][C:12]=1[CH2:13][OH:14], predict the reactants needed to synthesize it. The reactants are: [H-].[Al+3].[Li+].[H-].[H-].[H-].[CH3:7][C:8]1[N:9]=[C:10]([C:16]2[CH:21]=[CH:20][C:19]([C:22]([F:25])([F:24])[F:23])=[CH:18][CH:17]=2)[S:11][C:12]=1[C:13](O)=[O:14].